Dataset: Forward reaction prediction with 1.9M reactions from USPTO patents (1976-2016). Task: Predict the product of the given reaction. (1) Given the reactants [Br:1][C:2]1[CH:9]=[CH:8][C:5]([CH:6]=O)=[CH:4][C:3]=1[O:10][CH3:11].[CH3:12][O:13][CH:14]([O:18][CH3:19])[CH:15]([NH2:17])[CH3:16].C(O[BH-](OC(=O)C)OC(=O)C)(=O)C.[Na+], predict the reaction product. The product is: [Br:1][C:2]1[CH:9]=[CH:8][C:5]([CH2:6][NH:17][CH:15]([CH3:16])[CH:14]([O:18][CH3:19])[O:13][CH3:12])=[CH:4][C:3]=1[O:10][CH3:11]. (2) Given the reactants [F:1][C:2]1[C:7]([F:8])=[CH:6][CH:5]=[CH:4][C:3]=1[OH:9].[CH:10]#[C:11][CH:12](O)[CH2:13][CH2:14][CH2:15][CH2:16][CH3:17].C1(P(C2C=CC=CC=2)C2C=CC=CC=2)C=CC=CC=1.CC(OC(/N=N/C(OC(C)C)=O)=O)C, predict the reaction product. The product is: [C:11]([CH:12]([O:9][C:3]1[CH:4]=[CH:5][CH:6]=[C:7]([F:8])[C:2]=1[F:1])[CH2:13][CH2:14][CH2:15][CH2:16][CH3:17])#[CH:10]. (3) Given the reactants C([O:3][C:4]([CH:6]1[CH2:11][CH2:10][C:9]([C:12]2[C:17]([CH3:18])=[CH:16][C:15]([Br:19])=[CH:14][N:13]=2)=[CH:8][CH2:7]1)=[O:5])C.[OH-].[Na+], predict the reaction product. The product is: [Br:19][C:15]1[CH:16]=[C:17]([CH3:18])[C:12]([C:9]2[CH2:10][CH2:11][CH:6]([C:4]([OH:5])=[O:3])[CH2:7][CH:8]=2)=[N:13][CH:14]=1. (4) The product is: [C:31]1([N:30]([C:24]2[CH:25]=[CH:26][CH:27]=[CH:28][CH:29]=2)[C:2]2[CH:3]=[CH:4][C:5]3[N:6]([C:16](=[O:23])[C:17]4[CH:22]=[CH:21][CH:20]=[CH:19][CH:18]=4)[C:7]4[C:12]([C:13]=3[CH:14]=2)=[CH:11][C:10]([N:6]([C:59]2[CH:58]=[CH:12][CH:7]=[CH:8][CH:9]=2)[C:5]2[CH:13]=[CH:14][CH:2]=[CH:3][CH:4]=2)=[CH:9][CH:8]=4)[CH:32]=[CH:33][CH:34]=[CH:35][CH:36]=1. Given the reactants I[C:2]1[CH:3]=[CH:4][C:5]2[N:6]([C:16](=[O:23])[C:17]3[CH:22]=[CH:21][CH:20]=[CH:19][CH:18]=3)[C:7]3[C:12]([C:13]=2[CH:14]=1)=[CH:11][C:10](I)=[CH:9][CH:8]=3.[C:24]1([NH:30][C:31]2[CH:36]=[CH:35][CH:34]=[CH:33][CH:32]=2)[CH:29]=[CH:28][CH:27]=[CH:26][CH:25]=1.C(=O)([O-])[O-].[K+].[K+].C1O[CH2:59][CH2:58]OCCOCCOCCOCCOC1, predict the reaction product.